The task is: Predict the reaction yield, written as a fraction of the theoretical maximum amount of product (1.0 means a 100% yield; for example, 0.34 means a 34% yield).. This data is from Reaction yield outcomes from USPTO patents with 853,638 reactions. (1) The reactants are [NH2:1][CH2:2][CH:3]([C:5]1[CH:10]=[CH:9][CH:8]=[CH:7][N:6]=1)[OH:4].[C:11]([N:18]1[CH2:23][CH2:22][CH2:21][CH2:20][C:19]1=O)([O:13][C:14]([CH3:17])([CH3:16])[CH3:15])=[O:12].C(O)(=O)C.C(O[BH-](OC(=O)C)OC(=O)C)(=O)C.[Na+]. The catalyst is ClCCCl. The product is [C:14]([O:13][C:11]([N:18]1[CH2:23][CH2:22][CH:21]([NH:1][CH2:2][CH:3]([OH:4])[C:5]2[CH:10]=[CH:9][CH:8]=[CH:7][N:6]=2)[CH2:20][CH2:19]1)=[O:12])([CH3:17])([CH3:15])[CH3:16]. The yield is 0.900. (2) The catalyst is [Pd].C(OCC)(=O)C. The reactants are C([O:8][C:9]1[CH:19]=[CH:18][C:12]([C:13]([N:15]([CH3:17])[CH3:16])=[O:14])=[CH:11][C:10]=1[C:20]([NH:22][C:23]1[CH:28]=[C:27]([C:29]([F:32])([F:31])[F:30])[CH:26]=[C:25]([C:33]([F:36])([F:35])[F:34])[CH:24]=1)=[O:21])C1C=CC=CC=1.C(O)C. The yield is 0.912. The product is [F:30][C:29]([F:31])([F:32])[C:27]1[CH:28]=[C:23]([NH:22][C:20](=[O:21])[C:10]2[CH:11]=[C:12]([CH:18]=[CH:19][C:9]=2[OH:8])[C:13]([N:15]([CH3:17])[CH3:16])=[O:14])[CH:24]=[C:25]([C:33]([F:35])([F:34])[F:36])[CH:26]=1. (3) The product is [CH:2]([C:3]1[CH:4]=[CH:5][C:6]([NH:9][C:10](=[O:18])[CH2:11][S:12][CH2:13][C:14]([O:16][CH3:17])=[O:15])=[CH:7][CH:8]=1)=[O:1]. The catalyst is C(Cl)Cl. The yield is 0.670. The reactants are [OH:1][CH2:2][C:3]1[CH:8]=[CH:7][C:6]([NH:9][C:10](=[O:18])[CH2:11][S:12][CH2:13][C:14]([O:16][CH3:17])=[O:15])=[CH:5][CH:4]=1.CC(OI1(OC(C)=O)(OC(C)=O)OC(=O)C2C=CC=CC1=2)=O. (4) The yield is 0.0750. No catalyst specified. The reactants are [Br:1][C:2]1[CH:12]=[CH:11][C:5]([O:6][CH2:7][C:8]([NH2:10])=[O:9])=[C:4]([C:13]#[N:14])[CH:3]=1.N1CCC[CH2:17][CH2:16]1.[F:21][C:22]1[CH:28]=[CH:27][C:25]([NH2:26])=[CH:24][CH:23]=1. The product is [Br:1][C:2]1[CH:12]=[CH:11][C:5]2[O:6][C:7]3[C:8](=[O:9])[NH:10][C:16]([CH2:17][NH:26][C:25]4[CH:27]=[CH:28][C:22]([F:21])=[CH:23][CH:24]=4)=[N:14][C:13]=3[C:4]=2[CH:3]=1. (5) The reactants are [F:1][C:2]1[CH:33]=[C:32]([F:34])[CH:31]=[CH:30][C:3]=1[O:4][C:5]1[CH:6]=[C:7]2[C:11](=[CH:12][C:13]=1[C:14]([NH:16][C@@H:17]([CH2:21]CN(C)C)[C:18](O)=[O:19])=[O:15])[N:10]([CH2:26][CH:27]([CH3:29])[CH3:28])[N:9]=[CH:8]2.[CH3:35][NH:36][CH3:37].C[CH2:39][N:40]=[C:41]=NCCCN(C)C.[CH:49]1C=CC2N(O)N=NC=2C=1.CCN(C(C)C)C(C)C. The catalyst is ClCCl. The product is [CH3:35][N:36]([CH3:49])[CH2:37][CH2:21][C@H:17]([NH:16][C:14]([C:13]1[CH:12]=[C:11]2[C:7]([CH:8]=[N:9][N:10]2[CH2:26][CH:27]([CH3:28])[CH3:29])=[CH:6][C:5]=1[O:4][C:3]1[CH:30]=[CH:31][C:32]([F:34])=[CH:33][C:2]=1[F:1])=[O:15])[C:18](=[O:19])[N:40]([CH3:41])[CH3:39]. The yield is 0.860. (6) The reactants are CCO[CH:4]([OH:9])[C:5](Cl)(Cl)Cl.[O-]S([O-])(=O)=O.[Na+].[Na+].[Br:17][C:18]1[C:19]([CH3:25])=[C:20]([CH:22]=[CH:23][CH:24]=1)[NH2:21].Cl.N[OH:28].Cl. The catalyst is O. The product is [Br:17][C:18]1[C:19]([CH3:25])=[C:20]2[C:22]([C:4](=[O:9])[C:5](=[O:28])[NH:21]2)=[CH:23][CH:24]=1. The yield is 0.610. (7) The reactants are Br[C:2]1[C:3]2[N:4]([CH:9]=[CH:10][N:11]=2)[N:5]=[C:6]([Cl:8])[CH:7]=1.[CH3:12][O:13][C:14]1[CH:15]=[CH:16][C:17]([NH2:22])=[N:18][C:19]=1[O:20][CH3:21].[H-].[Na+]. The catalyst is CN(C=O)C. The product is [Cl:8][C:6]1[CH:7]=[C:2]([NH:22][C:17]2[CH:16]=[CH:15][C:14]([O:13][CH3:12])=[C:19]([O:20][CH3:21])[N:18]=2)[C:3]2[N:4]([CH:9]=[CH:10][N:11]=2)[N:5]=1. The yield is 0.912. (8) The reactants are [C:1]([BH3-])#[N:2].[Na+].N[C@H:6]1[CH2:15][CH2:14][C:13]2[C:12]([S:16]([NH:19][C:20]3[CH:25]=[C:24]([Cl:26])[CH:23]=[C:22]([Cl:27])[CH:21]=3)(=[O:18])=[O:17])=[CH:11][CH:10]=[C:9]([O:28][CH3:29])[C:8]=2[CH2:7]1.C=O.[C:32](O)(=O)C. The catalyst is CO. The product is [Cl:27][C:22]1[CH:21]=[C:20]([NH:19][S:16]([C:12]2[C:13]3[CH2:14][CH2:15][C@H:6]([N:2]([CH3:1])[CH3:32])[CH2:7][C:8]=3[C:9]([O:28][CH3:29])=[CH:10][CH:11]=2)(=[O:18])=[O:17])[CH:25]=[C:24]([Cl:26])[CH:23]=1. The yield is 0.650. (9) The product is [OH:3][CH2:4][C:5]1[C:10]([CH2:2][OH:1])=[CH:9][C:8]([O:11][CH2:12][CH2:13][NH:14][C:15](=[O:21])[O:16][C:17]([CH3:19])([CH3:20])[CH3:18])=[C:7]([O:22][CH2:23][CH2:24][NH:25][C:26](=[O:32])[O:27][C:28]([CH3:31])([CH3:30])[CH3:29])[CH:6]=1. The catalyst is C1COCC1. The yield is 0.900. The reactants are [O:1]=[C:2]1[C:10]2[C:5](=[CH:6][C:7]([O:22][CH2:23][CH2:24][NH:25][C:26](=[O:32])[O:27][C:28]([CH3:31])([CH3:30])[CH3:29])=[C:8]([O:11][CH2:12][CH2:13][NH:14][C:15](=[O:21])[O:16][C:17]([CH3:20])([CH3:19])[CH3:18])[CH:9]=2)[CH2:4][O:3]1.[H-].[Al+3].[Li+].[H-].[H-].[H-]. (10) The reactants are C([SiH](C(C)C)C(C)C)(C)C.FC(F)(F)C(O)=O.[C:18]1([S:24]([N:27]2[C:31]3=[N:32][CH:33]=[C:34]([N:36]4[CH2:41][CH2:40][O:39][CH2:38][CH2:37]4)[CH:35]=[C:30]3[C:29]([C:42]3[CH:43]=[N:44][N:45](C(C4C=CC=CC=4)(C4C=CC=CC=4)C4C=CC=CC=4)[CH:46]=3)=[CH:28]2)(=[O:26])=[O:25])[CH:23]=[CH:22][CH:21]=[CH:20][CH:19]=1.C([O-])(O)=O.[Na+]. The catalyst is C(Cl)Cl.CCCCCC.CCOC(C)=O.O. The product is [C:18]1([S:24]([N:27]2[C:31]3=[N:32][CH:33]=[C:34]([N:36]4[CH2:37][CH2:38][O:39][CH2:40][CH2:41]4)[CH:35]=[C:30]3[C:29]([C:42]3[CH:46]=[N:45][NH:44][CH:43]=3)=[CH:28]2)(=[O:26])=[O:25])[CH:19]=[CH:20][CH:21]=[CH:22][CH:23]=1. The yield is 0.630.